Task: Predict the product of the given reaction.. Dataset: Forward reaction prediction with 1.9M reactions from USPTO patents (1976-2016) (1) Given the reactants [Si:1]([O:18][CH2:19][CH:20]1[CH2:25][CH2:24][CH2:23][N:22]([C:26]2[CH:31]=[CH:30][C:29]([NH:32][CH2:33][C@@H:34]([OH:45])[CH2:35][NH:36][C:37]([C:39]3[S:40][C:41]([Cl:44])=[CH:42][CH:43]=3)=[O:38])=[CH:28][C:27]=2[Cl:46])[C:21]1=[O:47])([C:14]([CH3:17])([CH3:16])[CH3:15])([C:8]1[CH:13]=[CH:12][CH:11]=[CH:10][CH:9]=1)[C:2]1[CH:7]=[CH:6][CH:5]=[CH:4][CH:3]=1.[C:48](N1C=CN=C1)(N1C=CN=C1)=[O:49], predict the reaction product. The product is: [Si:1]([O:18][CH2:19][CH:20]1[CH2:25][CH2:24][CH2:23][N:22]([C:26]2[CH:31]=[CH:30][C:29]([N:32]3[CH2:33][C@H:34]([CH2:35][NH:36][C:37]([C:39]4[S:40][C:41]([Cl:44])=[CH:42][CH:43]=4)=[O:38])[O:45][C:48]3=[O:49])=[CH:28][C:27]=2[Cl:46])[C:21]1=[O:47])([C:14]([CH3:16])([CH3:17])[CH3:15])([C:2]1[CH:7]=[CH:6][CH:5]=[CH:4][CH:3]=1)[C:8]1[CH:9]=[CH:10][CH:11]=[CH:12][CH:13]=1. (2) Given the reactants [CH:1]1([NH:5][C:6]([C@@H:8]2[CH2:12][CH2:11][CH2:10][N:9]2[C:13](=[O:35])[CH2:14][O:15][C:16]2[N:20]([C:21]3[CH:26]=[CH:25][CH:24]=[CH:23][CH:22]=3)[N:19]=[C:18]([C:27]([NH:29][C@@H:30]([CH3:34])[C:31](O)=[O:32])=[O:28])[CH:17]=2)=[O:7])[CH2:4][CH2:3][CH2:2]1.CCN(C(C)C)C(C)C.CN(C(ON1N=NC2C=CC=NC1=2)=[N+](C)C)C.F[P-](F)(F)(F)(F)F.[CH:69]1([O:73][C:74]([N:76]2[CH2:81][CH2:80][NH:79][CH2:78][CH2:77]2)=[O:75])[CH2:72][CH2:71][CH2:70]1, predict the reaction product. The product is: [CH:69]1([O:73][C:74]([N:76]2[CH2:81][CH2:80][N:79]([C:31](=[O:32])[C@@H:30]([NH:29][C:27]([C:18]3[CH:17]=[C:16]([O:15][CH2:14][C:13]([N:9]4[CH2:10][CH2:11][CH2:12][C@H:8]4[C:6](=[O:7])[NH:5][CH:1]4[CH2:4][CH2:3][CH2:2]4)=[O:35])[N:20]([C:21]4[CH:22]=[CH:23][CH:24]=[CH:25][CH:26]=4)[N:19]=3)=[O:28])[CH3:34])[CH2:78][CH2:77]2)=[O:75])[CH2:72][CH2:71][CH2:70]1. (3) Given the reactants [CH2:1]([O:8][C:9](=[O:29])[C@H:10]([CH2:19][C:20]1[C:28]2[C:23](=[CH:24][CH:25]=[CH:26][CH:27]=2)[NH:22][CH:21]=1)[NH:11][C:12]([O:14][C:15]([CH3:18])([CH3:17])[CH3:16])=[O:13])[C:2]1[CH:7]=[CH:6][CH:5]=[CH:4][CH:3]=1.[C:30]([C:32]1[CH:39]=[CH:38][C:35]([CH2:36]Br)=[CH:34][CH:33]=1)#[N:31].[H-].[Na+], predict the reaction product. The product is: [CH2:1]([O:8][C:9](=[O:29])[CH:10]([NH:11][C:12]([O:14][C:15]([CH3:16])([CH3:18])[CH3:17])=[O:13])[CH2:19][C:20]1[C:28]2[C:23](=[CH:24][CH:25]=[CH:26][CH:27]=2)[N:22]([CH2:36][C:35]2[CH:38]=[CH:39][C:32]([C:30]#[N:31])=[CH:33][CH:34]=2)[CH:21]=1)[C:2]1[CH:7]=[CH:6][CH:5]=[CH:4][CH:3]=1. (4) Given the reactants [OH:1][C:2]1[CH:32]=[CH:31][C:5]([CH2:6][NH:7][C:8]2[N:13]=[C:12]([O:14][CH2:15][C:16]([F:19])([F:18])[F:17])[N:11]=[C:10]([NH:20][C:21]3[CH:30]=[CH:29][C:24]([C:25]([O:27][CH3:28])=[O:26])=[CH:23][CH:22]=3)[N:9]=2)=[CH:4][CH:3]=1.Br[CH2:34][CH2:35][CH:36]=[CH2:37].C(=O)([O-])[O-].[K+].[K+], predict the reaction product. The product is: [CH2:37]([O:1][C:2]1[CH:32]=[CH:31][C:5]([CH2:6][NH:7][C:8]2[N:13]=[C:12]([O:14][CH2:15][C:16]([F:19])([F:18])[F:17])[N:11]=[C:10]([NH:20][C:21]3[CH:30]=[CH:29][C:24]([C:25]([O:27][CH3:28])=[O:26])=[CH:23][CH:22]=3)[N:9]=2)=[CH:4][CH:3]=1)[CH2:36][CH:35]=[CH2:34]. (5) Given the reactants [C:1]([N:5]1[CH2:31][CH2:30][CH2:29][C:8]2[C:9](Br)=[C:10]3[C:19]4[CH:18]=[C:17]([C:20]5[CH:21]=[N:22][CH:23]=[CH:24][CH:25]=5)[C:16]([O:26][CH3:27])=[CH:15][C:14]=4[CH2:13][CH2:12][N:11]3[C:7]=2[C:6]1=[O:32])([CH3:4])([CH3:3])[CH3:2].C([Sn](CCCC)(CCCC)[C:38]1[O:39][CH:40]=[CH:41][N:42]=1)CCC, predict the reaction product. The product is: [C:1]([N:5]1[CH2:31][CH2:30][CH2:29][C:8]2[C:9]([CH:38]3[NH:42][CH2:41][CH2:40][O:39]3)=[C:10]3[C:19]4[CH:18]=[C:17]([C:20]5[CH:21]=[N:22][CH:23]=[CH:24][CH:25]=5)[C:16]([O:26][CH3:27])=[CH:15][C:14]=4[CH2:13][CH2:12][N:11]3[C:7]=2[C:6]1=[O:32])([CH3:4])([CH3:3])[CH3:2]. (6) Given the reactants Br[C:2]1[CH:3]=[CH:4][CH:5]=[C:6]2[C:10]=1[NH:9][CH:8]=[CH:7]2.[Cl:11][C:12]1[CH:13]=[C:14](B(O)O)[CH:15]=[CH:16][CH:17]=1, predict the reaction product. The product is: [Cl:11][C:12]1[CH:17]=[C:16]([C:2]2[CH:3]=[CH:4][CH:5]=[C:6]3[C:10]=2[NH:9][CH:8]=[CH:7]3)[CH:15]=[CH:14][CH:13]=1. (7) Given the reactants [NH2:1][C:2]([CH3:19])([CH2:5][N:6]1[C:14]([O:15][CH2:16][CH3:17])=[C:13]2[C:8]([CH:9]=[CH:10][C:11]([Cl:18])=[CH:12]2)=[N:7]1)[C:3]#[N:4].[F:20][C:21]([F:32])([F:31])[C:22]1[CH:30]=[CH:29][C:25]([C:26](Cl)=[S:27])=[CH:24][CH:23]=1, predict the reaction product. The product is: [Cl:18][C:11]1[CH:10]=[CH:9][C:8]2[C:13](=[C:14]([O:15][CH2:16][CH3:17])[N:6]([CH2:5][C:2]([NH:1][C:26](=[S:27])[C:25]3[CH:24]=[CH:23][C:22]([C:21]([F:20])([F:31])[F:32])=[CH:30][CH:29]=3)([C:3]#[N:4])[CH3:19])[N:7]=2)[CH:12]=1.